Dataset: Reaction yield outcomes from USPTO patents with 853,638 reactions. Task: Predict the reaction yield, written as a fraction of the theoretical maximum amount of product (1.0 means a 100% yield; for example, 0.34 means a 34% yield). (1) The reactants are [CH3:1][N:2]1[CH2:7][CH2:6][N:5]([C:8]2[CH:9]=[CH:10][CH:11]=[C:12]3[C:17]=2[O:16][C:15]([C:18]([O:20]CC)=[O:19])=[CH:14][C:13]3=[O:23])[CH2:4][CH2:3]1.[ClH:24]. No catalyst specified. The product is [ClH:24].[CH3:1][N:2]1[CH2:7][CH2:6][N:5]([C:8]2[CH:9]=[CH:10][CH:11]=[C:12]3[C:17]=2[O:16][C:15]([C:18]([OH:20])=[O:19])=[CH:14][C:13]3=[O:23])[CH2:4][CH2:3]1. The yield is 1.00. (2) The reactants are [Cl:1][CH2:2][CH2:3][CH2:4][O:5][C:6]1[CH:7]=[C:8]([CH:13]=[CH:14][C:15]=1[O:16][CH3:17])[C:9]([O:11][CH3:12])=[O:10].[N+:18]([O-])([OH:20])=[O:19]. No catalyst specified. The product is [Cl:1][CH2:2][CH2:3][CH2:4][O:5][C:6]1[C:15]([O:16][CH3:17])=[CH:14][C:13]([N+:18]([O-:20])=[O:19])=[C:8]([CH:7]=1)[C:9]([O:11][CH3:12])=[O:10]. The yield is 0.860. (3) The reactants are [CH3:1][C:2]1[CH:7]=[CH:6][N:5]=[CH:4][C:3]=1[N:8]1[CH2:12][CH2:11][NH:10][C:9]1=[O:13].Br[C:15]1[CH:16]=[C:17]2[C:22](=[CH:23][CH:24]=1)[N:21]=[CH:20][CH:19]=[N:18]2.N[C@@H]1CCCC[C@H]1N.P([O-])([O-])([O-])=O.[K+].[K+].[K+]. The catalyst is [Cu](I)I.O1CCOCC1. The product is [CH3:1][C:2]1[CH:7]=[CH:6][N:5]=[CH:4][C:3]=1[N:8]1[CH2:12][CH2:11][N:10]([C:15]2[CH:16]=[C:17]3[C:22](=[CH:23][CH:24]=2)[N:21]=[CH:20][CH:19]=[N:18]3)[C:9]1=[O:13]. The yield is 0.678.